Dataset: Full USPTO retrosynthesis dataset with 1.9M reactions from patents (1976-2016). Task: Predict the reactants needed to synthesize the given product. (1) Given the product [N+:24]([C:2]1[S:1][C:9]2[CH2:8][CH2:7][N:6]([C:10]([O:12][C:13]([CH3:16])([CH3:15])[CH3:14])=[O:11])[CH2:5][C:4]=2[CH:3]=1)([O-:26])=[O:25], predict the reactants needed to synthesize it. The reactants are: [S:1]1[C:9]2[CH2:8][CH2:7][N:6]([C:10]([O:12][C:13]([CH3:16])([CH3:15])[CH3:14])=[O:11])[CH2:5][C:4]=2[CH:3]=[CH:2]1.C(O)(C(F)(F)F)=O.[N+:24]([O-])([OH:26])=[O:25].C(OC(OC(C)(C)C)=O)(OC(C)(C)C)=O. (2) Given the product [NH2:43][C:40]1[N:41]=[CH:42][C:37]([C:2]2[N:3]=[C:4]([N:23]3[CH2:28][CH2:27][O:26][CH2:25][CH2:24]3)[C:5]3[S:10][C:9]([CH2:11][N:12]4[CH2:17][CH2:16][N:15]([C:18](=[O:21])[CH2:19][OH:20])[CH2:14][CH2:13]4)=[C:8]([CH3:22])[C:6]=3[N:7]=2)=[CH:38][N:39]=1, predict the reactants needed to synthesize it. The reactants are: Cl[C:2]1[N:3]=[C:4]([N:23]2[CH2:28][CH2:27][O:26][CH2:25][CH2:24]2)[C:5]2[S:10][C:9]([CH2:11][N:12]3[CH2:17][CH2:16][N:15]([C:18](=[O:21])[CH2:19][OH:20])[CH2:14][CH2:13]3)=[C:8]([CH3:22])[C:6]=2[N:7]=1.CC1(C)C(C)(C)OB([C:37]2[CH:38]=[N:39][C:40]([NH2:43])=[N:41][CH:42]=2)O1. (3) Given the product [NH:26]1[CH:30]=[CH:29][N:28]=[C:27]1[CH2:31][N:32]1[C:15](=[O:17])[C@H:14]([CH2:19][C:20]([O:22][CH3:23])=[O:21])[CH2:13][C:4]2[CH:3]=[C:2]([Cl:1])[C:10]3[NH:9][N:8]=[CH:7][C:6]=3[C:5]=2[CH2:11]1, predict the reactants needed to synthesize it. The reactants are: [Cl:1][C:2]1[CH:3]=[C:4]([CH2:13][C@@H:14]([CH2:19][C:20]([O:22][CH3:23])=[O:21])[C:15]([O:17]C)=O)[C:5]([CH2:11]Cl)=[C:6]2[C:10]=1[NH:9][N:8]=[CH:7]2.Cl.Cl.[NH:26]1[CH:30]=[CH:29][N:28]=[C:27]1[CH2:31][NH2:32].C(N(CC)CC)C.C(O)(=O)C. (4) Given the product [OH:29][C:26]1[CH:27]=[CH:28][C:23]([C:2]2[CH:7]=[CH:6][C:5]([C:8]3([C:11]([O:13][CH3:14])=[O:12])[CH2:10][CH2:9]3)=[CH:4][CH:3]=2)=[CH:24][CH:25]=1, predict the reactants needed to synthesize it. The reactants are: Br[C:2]1[CH:7]=[CH:6][C:5]([C:8]2([C:11]([O:13][CH3:14])=[O:12])[CH2:10][CH2:9]2)=[CH:4][CH:3]=1.CC1(C)C(C)(C)OB([C:23]2[CH:28]=[CH:27][C:26]([OH:29])=[CH:25][CH:24]=2)O1. (5) Given the product [CH:1]1([NH:5][C:6]2[CH:15]=[CH:14][C:13]([F:16])=[CH:12][C:7]=2[C:8]([OH:10])=[O:9])[CH2:4][CH2:3][CH2:2]1, predict the reactants needed to synthesize it. The reactants are: [CH:1]1([NH:5][C:6]2[CH:15]=[CH:14][C:13]([F:16])=[CH:12][C:7]=2[C:8]([O:10]C)=[O:9])[CH2:4][CH2:3][CH2:2]1.[OH-].[Na+]. (6) Given the product [CH2:1]([O:3][C:4](=[O:26])[CH2:5][N:6]1[N:10]=[N:9][C:8]([C:11]2[S:15][C:14]([N:16]3[CH2:17][CH2:18][C:19](=[O:20])[CH2:24][CH2:25]3)=[N:13][CH:12]=2)=[N:7]1)[CH3:2], predict the reactants needed to synthesize it. The reactants are: [CH2:1]([O:3][C:4](=[O:26])[CH2:5][N:6]1[N:10]=[N:9][C:8]([C:11]2[S:15][C:14]([N:16]3[CH2:25][CH2:24][C:19]4(OCC[O:20]4)[CH2:18][CH2:17]3)=[N:13][CH:12]=2)=[N:7]1)[CH3:2].Cl. (7) Given the product [Cl:25][C:26]1[CH:27]=[C:28]([C:2]2[S:6][C:5]([C@@H:7]([C:18]3[CH:23]=[CH:22][CH:21]=[C:20]([F:24])[CH:19]=3)[C@@H:8]([CH3:17])[C:9](=[O:10])[NH:11][C:12]3[S:13][CH:14]=[N:15][N:16]=3)=[CH:4][CH:3]=2)[CH:29]=[CH:30][C:31]=1[C:32]([N:33]([CH3:35])[CH3:34])=[O:36], predict the reactants needed to synthesize it. The reactants are: Br[C:2]1[S:6][C:5]([C@@H:7]([C:18]2[CH:23]=[CH:22][CH:21]=[C:20]([F:24])[CH:19]=2)[C@@H:8]([CH3:17])[C:9]([NH:11][C:12]2[S:13][CH:14]=[N:15][N:16]=2)=[O:10])=[CH:4][CH:3]=1.[Cl:25][C:26]1[CH:27]=[C:28](B(O)O)[CH:29]=[CH:30][C:31]=1[C:32](=[O:36])[N:33]([CH3:35])[CH3:34].